Dataset: Catalyst prediction with 721,799 reactions and 888 catalyst types from USPTO. Task: Predict which catalyst facilitates the given reaction. Reactant: Cl.Cl.[NH2:3][C@H:4]([C:14]1[CH:19]=[CH:18][C:17]([O:20][CH2:21][C@@H:22]([CH3:25])[CH2:23][CH3:24])=[CH:16][CH:15]=1)[C:5]([N:7]1[CH2:12][CH2:11][N:10]([CH3:13])[CH2:9][CH2:8]1)=O.[H-].[H-].[H-].[H-].[Li+].[Al+3].[OH-].[K+]. Product: [CH3:25][C@@H:22]([CH2:23][CH3:24])[CH2:21][O:20][C:17]1[CH:18]=[CH:19][C:14]([C@@H:4]([NH2:3])[CH2:5][N:7]2[CH2:8][CH2:9][N:10]([CH3:13])[CH2:11][CH2:12]2)=[CH:15][CH:16]=1. The catalyst class is: 1.